This data is from Catalyst prediction with 721,799 reactions and 888 catalyst types from USPTO. The task is: Predict which catalyst facilitates the given reaction. (1) Reactant: [Mg].[CH2:2](Br)[CH2:3][CH2:4][CH2:5][CH2:6][CH2:7][CH2:8][CH2:9]/[CH:10]=[CH:11]\[CH2:12]/[CH:13]=[CH:14]\[CH2:15][CH2:16][CH2:17][CH2:18][CH3:19].[C:21]([O:25]CC)(=O)[CH:22]=[O:23]. Product: [CH2:2]([C:22]([OH:23])([CH:21]([OH:25])[CH2:2][CH2:3][CH2:4][CH2:5][CH2:6][CH2:7][CH2:8][CH2:9]/[CH:10]=[CH:11]\[CH2:12]/[CH:13]=[CH:14]\[CH2:15][CH2:16][CH2:17][CH2:18][CH3:19])[CH2:2][CH2:3][CH2:4][CH2:5][CH2:6][CH2:7][CH2:8][CH2:9]/[CH:10]=[CH:11]\[CH2:12]/[CH:13]=[CH:14]\[CH2:15][CH2:16][CH2:17][CH2:18][CH3:19])[CH2:3][CH2:4][CH2:5][CH2:6][CH2:7][CH2:8][CH2:9]/[CH:10]=[CH:11]\[CH2:12]/[CH:13]=[CH:14]\[CH2:15][CH2:16][CH2:17][CH2:18][CH3:19]. The catalyst class is: 1. (2) Reactant: Cl.[CH3:2][C:3]1[CH:4]=[C:5]([C:10]2[CH:11]=[C:12]([C:22](O)=[O:23])[C:13]([C:16]3[CH:17]=[N:18][CH:19]=[CH:20][CH:21]=3)=[N:14][CH:15]=2)[CH:6]=[C:7]([CH3:9])[CH:8]=1.[CH3:25][O:26][C:27]1[CH:28]=[C:29]([CH:32]=[CH:33][C:34]=1[O:35][CH3:36])[CH2:30][NH2:31].C(Cl)CCl.C1C=CC2N(O)N=NC=2C=1.C(N(CC)CC)C. Product: [CH3:25][O:26][C:27]1[CH:28]=[C:29]([CH:32]=[CH:33][C:34]=1[O:35][CH3:36])[CH2:30][NH:31][C:22]([C:12]1[C:13]([C:16]2[CH:17]=[N:18][CH:19]=[CH:20][CH:21]=2)=[N:14][CH:15]=[C:10]([C:5]2[CH:4]=[C:3]([CH3:2])[CH:8]=[C:7]([CH3:9])[CH:6]=2)[CH:11]=1)=[O:23]. The catalyst class is: 9. (3) Reactant: [OH-].[Li+].C[O:4][C:5](=[O:36])[CH2:6][C@@H:7]1[CH2:12][CH2:11][N:10]([C@@H:13]([CH2:20][CH2:21][C:22]([F:25])([F:24])[F:23])[CH2:14][CH2:15][CH:16]([CH3:19])[CH2:17][OH:18])[C@H:9]([C:26]2[CH:31]=[CH:30][C:29]([C:32]([F:35])([F:34])[F:33])=[CH:28][CH:27]=2)[CH2:8]1.Cl.C([O-])(O)=O.[Na+]. Product: [OH:18][CH2:17][CH:16]([CH3:19])[CH2:15][CH2:14][C@@H:13]([N:10]1[CH2:11][CH2:12][C@@H:7]([CH2:6][C:5]([OH:36])=[O:4])[CH2:8][C@H:9]1[C:26]1[CH:31]=[CH:30][C:29]([C:32]([F:35])([F:33])[F:34])=[CH:28][CH:27]=1)[CH2:20][CH2:21][C:22]([F:25])([F:24])[F:23]. The catalyst class is: 90.